This data is from TCR-epitope binding with 47,182 pairs between 192 epitopes and 23,139 TCRs. The task is: Binary Classification. Given a T-cell receptor sequence (or CDR3 region) and an epitope sequence, predict whether binding occurs between them. (1) The epitope is EIYKRWII. The TCR CDR3 sequence is CASSSGTVSFDEQFF. Result: 0 (the TCR does not bind to the epitope). (2) The epitope is WICLLQFAY. The TCR CDR3 sequence is CASSYSPGRNQPQHF. Result: 1 (the TCR binds to the epitope). (3) The epitope is NEGVKAAW. The TCR CDR3 sequence is CASSLGQLEQYF. Result: 1 (the TCR binds to the epitope). (4) The epitope is SEETGTLIV. The TCR CDR3 sequence is CASSPFGSSLAFF. Result: 0 (the TCR does not bind to the epitope).